The task is: Regression. Given a peptide amino acid sequence and an MHC pseudo amino acid sequence, predict their binding affinity value. This is MHC class II binding data.. This data is from Peptide-MHC class II binding affinity with 134,281 pairs from IEDB. (1) The binding affinity (normalized) is 0.314. The MHC is HLA-DQA10501-DQB10302 with pseudo-sequence HLA-DQA10501-DQB10302. The peptide sequence is CGSLIGMTNRATWAS. (2) The peptide sequence is SQDLELSWNLNGLQAT. The MHC is DRB1_0401 with pseudo-sequence DRB1_0401. The binding affinity (normalized) is 0.376. (3) The peptide sequence is AHGIPKVPPGPNITA. The MHC is HLA-DPA10201-DPB10101 with pseudo-sequence HLA-DPA10201-DPB10101. The binding affinity (normalized) is 0.151. (4) The peptide sequence is KRVVASLMRGLSSRK. The MHC is HLA-DQA10201-DQB10303 with pseudo-sequence HLA-DQA10201-DQB10303. The binding affinity (normalized) is 0.502. (5) The peptide sequence is WNTDIKTLKFDALSG. The MHC is DRB5_0101 with pseudo-sequence DRB5_0101. The binding affinity (normalized) is 0.538. (6) The MHC is HLA-DQA10102-DQB10501 with pseudo-sequence HLA-DQA10102-DQB10501. The peptide sequence is CGSLIGMTNRATWAS. The binding affinity (normalized) is 0.820.